From a dataset of NCI-60 drug combinations with 297,098 pairs across 59 cell lines. Regression. Given two drug SMILES strings and cell line genomic features, predict the synergy score measuring deviation from expected non-interaction effect. (1) Drug 2: CC1=C(C=C(C=C1)C(=O)NC2=CC(=CC(=C2)C(F)(F)F)N3C=C(N=C3)C)NC4=NC=CC(=N4)C5=CN=CC=C5. Synergy scores: CSS=-1.11, Synergy_ZIP=-1.52, Synergy_Bliss=-5.56, Synergy_Loewe=0.857, Synergy_HSA=-8.60. Cell line: NCI-H460. Drug 1: CN(C)C1=NC(=NC(=N1)N(C)C)N(C)C. (2) Drug 1: CC1C(C(CC(O1)OC2CC(CC3=C2C(=C4C(=C3O)C(=O)C5=C(C4=O)C(=CC=C5)OC)O)(C(=O)C)O)N)O.Cl. Drug 2: CC1CCC2CC(C(=CC=CC=CC(CC(C(=O)C(C(C(=CC(C(=O)CC(OC(=O)C3CCCCN3C(=O)C(=O)C1(O2)O)C(C)CC4CCC(C(C4)OC)O)C)C)O)OC)C)C)C)OC. Cell line: OVCAR-4. Synergy scores: CSS=16.1, Synergy_ZIP=-10.9, Synergy_Bliss=-3.15, Synergy_Loewe=-7.89, Synergy_HSA=-0.517. (3) Drug 1: C1=CN(C=N1)CC(O)(P(=O)(O)O)P(=O)(O)O. Drug 2: COC1=C2C(=CC3=C1OC=C3)C=CC(=O)O2. Cell line: SK-MEL-28. Synergy scores: CSS=-2.96, Synergy_ZIP=2.87, Synergy_Bliss=2.85, Synergy_Loewe=-0.584, Synergy_HSA=-1.67. (4) Drug 1: C1=C(C(=O)NC(=O)N1)N(CCCl)CCCl. Drug 2: C1=CN(C(=O)N=C1N)C2C(C(C(O2)CO)O)O.Cl. Cell line: NCIH23. Synergy scores: CSS=44.9, Synergy_ZIP=-4.40, Synergy_Bliss=-1.29, Synergy_Loewe=-7.35, Synergy_HSA=1.95. (5) Drug 1: CC1=C2C(C(=O)C3(C(CC4C(C3C(C(C2(C)C)(CC1OC(=O)C(C(C5=CC=CC=C5)NC(=O)OC(C)(C)C)O)O)OC(=O)C6=CC=CC=C6)(CO4)OC(=O)C)O)C)O. Drug 2: C1=NNC2=C1C(=O)NC=N2. Cell line: HS 578T. Synergy scores: CSS=32.4, Synergy_ZIP=1.33, Synergy_Bliss=7.46, Synergy_Loewe=-16.9, Synergy_HSA=5.94. (6) Drug 1: COC1=CC(=CC(=C1O)OC)C2C3C(COC3=O)C(C4=CC5=C(C=C24)OCO5)OC6C(C(C7C(O6)COC(O7)C8=CC=CS8)O)O. Drug 2: CNC(=O)C1=NC=CC(=C1)OC2=CC=C(C=C2)NC(=O)NC3=CC(=C(C=C3)Cl)C(F)(F)F. Cell line: SK-OV-3. Synergy scores: CSS=36.4, Synergy_ZIP=-12.2, Synergy_Bliss=-3.01, Synergy_Loewe=-12.3, Synergy_HSA=-0.119. (7) Drug 1: C1=CC=C(C=C1)NC(=O)CCCCCCC(=O)NO. Drug 2: CCN(CC)CCNC(=O)C1=C(NC(=C1C)C=C2C3=C(C=CC(=C3)F)NC2=O)C. Cell line: BT-549. Synergy scores: CSS=2.48, Synergy_ZIP=-1.51, Synergy_Bliss=0.325, Synergy_Loewe=-6.04, Synergy_HSA=-1.28. (8) Drug 1: CC(CN1CC(=O)NC(=O)C1)N2CC(=O)NC(=O)C2. Drug 2: CCC(=C(C1=CC=CC=C1)C2=CC=C(C=C2)OCCN(C)C)C3=CC=CC=C3.C(C(=O)O)C(CC(=O)O)(C(=O)O)O. Cell line: OVCAR-5. Synergy scores: CSS=18.6, Synergy_ZIP=-5.56, Synergy_Bliss=-0.400, Synergy_Loewe=-1.18, Synergy_HSA=0.0771. (9) Drug 1: C1CC(=O)NC(=O)C1N2C(=O)C3=CC=CC=C3C2=O. Drug 2: CN(C(=O)NC(C=O)C(C(C(CO)O)O)O)N=O. Cell line: NCI-H322M. Synergy scores: CSS=-13.1, Synergy_ZIP=-4.21, Synergy_Bliss=-22.5, Synergy_Loewe=-27.5, Synergy_HSA=-32.5.